This data is from Forward reaction prediction with 1.9M reactions from USPTO patents (1976-2016). The task is: Predict the product of the given reaction. (1) Given the reactants F[C:2]1[C:7]([F:8])=[CH:6][CH:5]=[CH:4][N:3]=1.[C:9]([O:17][CH2:18][CH3:19])(=[O:16])[CH2:10][C:11]([O:13][CH2:14][CH3:15])=[O:12].C(=O)([O-])[O-].[Cs+].[Cs+], predict the reaction product. The product is: [F:8][C:7]1[C:2]([CH:10]([C:11]([O:13][CH2:14][CH3:15])=[O:12])[C:9]([O:17][CH2:18][CH3:19])=[O:16])=[N:3][CH:4]=[CH:5][CH:6]=1. (2) Given the reactants C(OC([N:8]1[CH2:13][CH2:12][CH:11]([C:14]2(O)[CH:18]([C:19]([O:21][CH3:22])=[O:20])[S:17][C:16]3[C:23]([C:27]([F:30])([F:29])[F:28])=[CH:24][CH:25]=[CH:26][C:15]2=3)[CH2:10][CH2:9]1)=O)(C)(C)C.C(O)(C(F)(F)F)=O.C(=O)([O-])[O-].[K+].[K+], predict the reaction product. The product is: [CH3:22][O:21][C:19]([C:18]1[S:17][C:16]2[C:23]([C:27]([F:29])([F:30])[F:28])=[CH:24][CH:25]=[CH:26][C:15]=2[C:14]=1[CH:11]1[CH2:12][CH2:13][NH:8][CH2:9][CH2:10]1)=[O:20]. (3) Given the reactants [CH3:1][O:2][C:3](=[O:15])[CH2:4][C:5]([O:7][CH2:8][C:9]1[CH:14]=[CH:13][CH:12]=[CH:11][CH:10]=1)=[O:6].[H-].[Na+].[CH3:18][O:19][C:20]([C:22]1[N:23]([C:27]([C:38](Cl)=[O:39])([CH3:37])[CH2:28][C:29]2[CH:34]=[CH:33][C:32]([F:35])=[C:31]([Cl:36])[CH:30]=2)[CH:24]=[CH:25][CH:26]=1)=[O:21].Cl, predict the reaction product. The product is: [CH3:1][O:2][C:3](=[O:15])[CH:4]([C:38](=[O:39])[C:27]([N:23]1[CH:24]=[CH:25][CH:26]=[C:22]1[C:20]([O:19][CH3:18])=[O:21])([CH3:37])[CH2:28][C:29]1[CH:34]=[CH:33][C:32]([F:35])=[C:31]([Cl:36])[CH:30]=1)[C:5]([O:7][CH2:8][C:9]1[CH:10]=[CH:11][CH:12]=[CH:13][CH:14]=1)=[O:6]. (4) The product is: [C:6]([O:5][CH2:4][CH:3]=[C:2]([CH3:1])[CH2:9][CH2:10][CH:11]=[C:12]([CH3:15])[C:13]([OH:22])=[O:14])(=[O:8])[CH3:7]. Given the reactants [CH3:1][C:2]([CH2:9][CH2:10][CH:11]=[C:12]([CH3:15])[CH:13]=[O:14])=[CH:3][CH2:4][O:5][C:6](=[O:8])[CH3:7].CC(=CC)C.P([O-])(O)(O)=[O:22].[Na+].Cl([O-])=O.[Na+].Cl, predict the reaction product. (5) Given the reactants N(C(OC(C)C)=O)=NC(OC(C)C)=O.[F:15][C:16]([F:38])([F:37])[CH2:17][CH2:18][CH:19]([C:21]1[CH:26]=[CH:25][C:24]([C:27]2[CH:32]=[CH:31][C:30]([C:33]([F:36])([F:35])[F:34])=[CH:29][CH:28]=2)=[CH:23][CH:22]=1)O.[C:39]([O:43][C:44]([NH:46][C:47]1[CH:56]=[CH:55][C:50]([C:51]([O:53][CH3:54])=[O:52])=[CH:49][N:48]=1)=[O:45])([CH3:42])([CH3:41])[CH3:40].C1(P(C2C=CC=CC=2)C2C=CC=CC=2)C=CC=CC=1, predict the reaction product. The product is: [C:39]([O:43][C:44]([N:46]([CH:19]([C:21]1[CH:26]=[CH:25][C:24]([C:27]2[CH:32]=[CH:31][C:30]([C:33]([F:36])([F:35])[F:34])=[CH:29][CH:28]=2)=[CH:23][CH:22]=1)[CH2:18][CH2:17][C:16]([F:38])([F:37])[F:15])[C:47]1[CH:56]=[CH:55][C:50]([C:51]([O:53][CH3:54])=[O:52])=[CH:49][N:48]=1)=[O:45])([CH3:42])([CH3:40])[CH3:41]. (6) Given the reactants [O:1]1[CH2:6][CH2:5][CH:4]([N:7]2[C:11]3=[N:12][CH:13]=[C:14]([NH2:16])[CH:15]=[C:10]3[CH:9]=[N:8]2)[CH2:3][CH2:2]1.O1CCC(C=O)C1, predict the reaction product. The product is: [O:1]1[CH2:2][CH2:3][CH:5]([CH2:4][N:7]2[C:11]3=[N:12][CH:13]=[C:14]([NH2:16])[CH:15]=[C:10]3[CH:9]=[N:8]2)[CH2:6]1. (7) Given the reactants [NH2:1][CH2:2][CH2:3][CH2:4][N:5]([CH2:10][C:11]1[CH:16]=[CH:15][CH:14]=[CH:13][CH:12]=1)[CH2:6][CH2:7][CH2:8][NH2:9].[C:17](#[N:20])[CH:18]=[CH2:19], predict the reaction product. The product is: [C:17]([CH2:18][CH2:19][N:9]([CH2:8][CH2:7][CH2:6][N:5]([CH2:10][C:11]1[CH:16]=[CH:15][CH:14]=[CH:13][CH:12]=1)[CH2:4][CH2:3][CH2:2][N:1]([CH2:4][CH2:3][C:2]#[N:1])[CH2:12][CH2:11][C:10]#[N:5])[CH2:6][CH2:7][C:8]#[N:9])#[N:20]. (8) Given the reactants [Cl:1][C:2]1[CH:3]=[C:4]([NH2:10])[C:5]([O:8]C)=[N:6][CH:7]=1.[Cl:11][C:12]1[S:13][C:14]([Cl:21])=[CH:15][C:16]=1[S:17](Cl)(=[O:19])=[O:18].ClC1N=CC(NS(CC2C=CC(Cl)=C(Cl)C=2)(=O)=O)=C(O)C=1, predict the reaction product. The product is: [Cl:11][C:12]1[S:13][C:14]([Cl:21])=[CH:15][C:16]=1[S:17]([NH:10][C:4]1[C:5]([OH:8])=[N:6][CH:7]=[C:2]([Cl:1])[CH:3]=1)(=[O:19])=[O:18].